The task is: Predict the reactants needed to synthesize the given product.. This data is from Full USPTO retrosynthesis dataset with 1.9M reactions from patents (1976-2016). (1) Given the product [F:1][C:2]1[CH:7]=[CH:6][C:5]([C:8]2[N:9]=[C:10]3[N:14]([C:15]=2[C:16]2[CH:17]=[CH:18][C:19]4[N:23]=[C:22]([C:25]5[CH:30]=[CH:29][N:28]=[CH:27][CH:26]=5)[NH:21][C:20]=4[CH:31]=2)[CH:13]=[CH:12][O:11]3)=[CH:4][CH:3]=1, predict the reactants needed to synthesize it. The reactants are: [F:1][C:2]1[CH:7]=[CH:6][C:5]([C:8]2[N:9]=[C:10]3[N:14]([C:15]=2[C:16]2[CH:17]=[CH:18][C:19]4[N+:23]([O-])=[C:22]([C:25]5[CH:30]=[CH:29][N:28]=[CH:27][CH:26]=5)[NH:21][C:20]=4[CH:31]=2)[CH:13]=[CH:12][O:11]3)=[CH:4][CH:3]=1.O.O.[Sn](Cl)Cl.C([O-])(O)=O.[Na+].N([O-])=O.[Na+]. (2) Given the product [CH3:1][N:2]([C:4]([NH:6][C:7]([NH2:9])=[NH:8])=[NH:5])[CH3:3].[C:13]([O-:21])(=[O:20])[CH:14]([CH2:16][C:17]([O-:19])=[O:18])[OH:15], predict the reactants needed to synthesize it. The reactants are: [CH3:1][N:2]([C:4]([N:6]=[C:7]([NH2:9])[NH2:8])=[NH:5])[CH3:3].Cl.[OH-].[Na+].[C:13]([OH:21])(=[O:20])[CH:14]([CH2:16][C:17]([OH:19])=[O:18])[OH:15].CC(C)=O.